From a dataset of Reaction yield outcomes from USPTO patents with 853,638 reactions. Predict the reaction yield, written as a fraction of the theoretical maximum amount of product (1.0 means a 100% yield; for example, 0.34 means a 34% yield). (1) The reactants are Cl[C:2]1[N:7]=[C:6]([Cl:8])[CH:5]=[CH:4][N:3]=1.[NH2:9][CH2:10][CH2:11][CH2:12][OH:13].C(N(CC)CC)C.C(=O)([O-])[O-].[Na+].[Na+]. The catalyst is C(OCC)(=O)C. The product is [Cl:8][C:6]1[CH:5]=[CH:4][N:3]=[C:2]([NH:9][CH2:10][CH2:11][CH2:12][OH:13])[N:7]=1. The yield is 0.230. (2) The reactants are [CH2:1]([O:3][C:4](=[O:28])[CH2:5][O:6][C:7]1[CH:12]=[CH:11][C:10]([CH2:13][CH2:14][CH2:15][CH2:16][NH:17]C(OCC2C=CC=CC=2)=O)=[CH:9][CH:8]=1)[CH3:2].[H][H]. The catalyst is [Pd].CO. The product is [CH2:1]([O:3][C:4](=[O:28])[CH2:5][O:6][C:7]1[CH:12]=[CH:11][C:10]([CH2:13][CH2:14][CH2:15][CH2:16][NH2:17])=[CH:9][CH:8]=1)[CH3:2]. The yield is 0.880. (3) The reactants are [Br:1][C:2]1[CH:10]=[CH:9][C:5]([C:6]([OH:8])=O)=[CH:4][C:3]=1[C:11]([OH:13])=[O:12].S(=O)(=O)(O)O.[CH3:19]CCCCC.[CH3:25][OH:26]. No catalyst specified. The product is [CH3:25][O:26][C:6](=[O:8])[C:5]1[CH:9]=[CH:10][C:2]([Br:1])=[C:3]([C:11]([O:13][CH3:19])=[O:12])[CH:4]=1. The yield is 0.900.